From a dataset of Reaction yield outcomes from USPTO patents with 853,638 reactions. Predict the reaction yield, written as a fraction of the theoretical maximum amount of product (1.0 means a 100% yield; for example, 0.34 means a 34% yield). (1) The reactants are [CH2:1]([N:8]1[CH:13]2[CH2:14][C:15](=O)[CH2:16][CH:9]1[CH2:10][O:11][CH2:12]2)[C:2]1[CH:7]=[CH:6][CH:5]=[CH:4][CH:3]=1.COC(=O)[CH2:21][C:22](O)=O.[C:26]([O-:29])(=[O:28])[CH3:27].[NH4+:30]. The catalyst is C(O)C. The product is [NH2:30][C:15]1([CH2:27][C:26]([O:29][CH2:21][CH3:22])=[O:28])[CH2:16][CH:9]2[N:8]([CH2:1][C:2]3[CH:7]=[CH:6][CH:5]=[CH:4][CH:3]=3)[CH:13]([CH2:12][O:11][CH2:10]2)[CH2:14]1. The yield is 0.0500. (2) The reactants are [CH3:1][C:2]1[O:3][C:4]2[CH:10]=[CH:9][C:8]([C:11]3[CH:12]=[N:13][C:14]([O:17][C@@H:18]4[CH:23]5[CH2:24][CH2:25][N:20]([CH2:21][CH2:22]5)[CH2:19]4)=[N:15][CH:16]=3)=[CH:7][C:5]=2[N:6]=1.[ClH:26]. The catalyst is CCOC(C)=O. The product is [ClH:26].[CH3:1][C:2]1[O:3][C:4]2[CH:10]=[CH:9][C:8]([C:11]3[CH:12]=[N:13][C:14]([O:17][C@@H:18]4[CH:23]5[CH2:22][CH2:21][N:20]([CH2:25][CH2:24]5)[CH2:19]4)=[N:15][CH:16]=3)=[CH:7][C:5]=2[N:6]=1. The yield is 0.920. (3) The reactants are [CH3:1][C:2]1[CH:6]=[CH:5][S:4][C:3]=1[CH2:7][NH2:8].[S:9]1[CH2:15][C:13](=[O:14])[NH:12][C:10]1=S.C(N(C(C)C)CC)(C)C. The catalyst is C(#N)C. The product is [CH3:1][C:2]1[CH:6]=[CH:5][S:4][C:3]=1[CH2:7][NH:8][C:10]1[S:9][CH2:15][C:13](=[O:14])[N:12]=1. The yield is 0.315.